Dataset: Full USPTO retrosynthesis dataset with 1.9M reactions from patents (1976-2016). Task: Predict the reactants needed to synthesize the given product. (1) Given the product [CH2:1]([N:8]1[CH2:9][C@H:10]2[C@H:11]([C:14](=[O:16])[C:23]3[C:18]2=[CH:19][C:20]([Br:24])=[CH:21][CH:22]=3)[CH2:12][CH2:13]1)[C:2]1[CH:7]=[CH:6][CH:5]=[CH:4][CH:3]=1, predict the reactants needed to synthesize it. The reactants are: [CH2:1]([N:8]1[CH2:13][CH2:12][CH:11]([C:14]([O:16]C)=O)[CH:10]([C:18]2[CH:23]=[CH:22][CH:21]=[C:20]([Br:24])[CH:19]=2)[CH2:9]1)[C:2]1[CH:7]=[CH:6][CH:5]=[CH:4][CH:3]=1.[NH4+].[Cl-]. (2) Given the product [O:17]=[C:6]1[C:5](=[CH:4][NH:18][C:19]2[CH:24]=[CH:23][C:22]([S:25]([NH:28][C:29]3[S:30][CH:31]=[CH:32][N:33]=3)(=[O:27])=[O:26])=[CH:21][CH:20]=2)[C:16]2[C:8](=[CH:9][CH:10]=[C:11]3[C:15]=2[S:14][CH:13]=[N:12]3)[NH:7]1, predict the reactants needed to synthesize it. The reactants are: C(O[CH:4]=[C:5]1[C:16]2[C:8](=[CH:9][CH:10]=[C:11]3[C:15]=2[S:14][CH:13]=[N:12]3)[NH:7][C:6]1=[O:17])C.[NH2:18][C:19]1[CH:24]=[CH:23][C:22]([S:25]([NH:28][C:29]2[S:30][CH:31]=[CH:32][N:33]=2)(=[O:27])=[O:26])=[CH:21][CH:20]=1. (3) Given the product [C:22]([O:26][C:27]([N:29]1[CH2:32][CH:31]([O:17][C:14]2[CH:15]=[CH:16][C:11]3[O:10][CH2:9][C:8](=[O:18])[N:7]([CH:5]([C:4]([O:3][CH2:1][CH3:2])=[O:21])[CH3:19])[C:12]=3[CH:13]=2)[CH2:30]1)=[O:28])([CH3:25])([CH3:23])[CH3:24], predict the reactants needed to synthesize it. The reactants are: [CH2:1]([O:3][C:4](=[O:21])[C:5]([CH2:19]C)([N:7]1[C:12]2[CH:13]=[C:14]([OH:17])[CH:15]=[CH:16][C:11]=2[O:10][CH2:9][C:8]1=[O:18])C)[CH3:2].[C:22]([O:26][C:27]([N:29]1[CH2:32][CH:31](OS(C)(=O)=O)[CH2:30]1)=[O:28])([CH3:25])([CH3:24])[CH3:23].C([O-])([O-])=O.[Cs+].[Cs+].O.